This data is from M1 muscarinic receptor antagonist screen with 61,756 compounds. The task is: Binary Classification. Given a drug SMILES string, predict its activity (active/inactive) in a high-throughput screening assay against a specified biological target. (1) The compound is Fc1ccc(Cn2c(NC3CCN(CC3)CCc3ccc(OC)cc3)nc3c2cccc3)cc1. The result is 1 (active). (2) The drug is S1(=O)(=O)CC(NC(=O)c2oc3c(c2C)cc(c(c3)C)C)CC1. The result is 0 (inactive). (3) The drug is Oc1cc(n2cccc2)ccc1C(O)=O. The result is 0 (inactive).